Dataset: NCI-60 drug combinations with 297,098 pairs across 59 cell lines. Task: Regression. Given two drug SMILES strings and cell line genomic features, predict the synergy score measuring deviation from expected non-interaction effect. Synergy scores: CSS=17.3, Synergy_ZIP=-1.61, Synergy_Bliss=2.83, Synergy_Loewe=2.72, Synergy_HSA=3.14. Cell line: T-47D. Drug 1: CN1CCC(CC1)COC2=C(C=C3C(=C2)N=CN=C3NC4=C(C=C(C=C4)Br)F)OC. Drug 2: CCN(CC)CCCC(C)NC1=C2C=C(C=CC2=NC3=C1C=CC(=C3)Cl)OC.